This data is from Catalyst prediction with 721,799 reactions and 888 catalyst types from USPTO. The task is: Predict which catalyst facilitates the given reaction. Reactant: [N+:1]([C:4]1[CH:5]=[C:6]2[C:12]([NH:13]C(=O)C)=[N:11][NH:10][C:7]2=[N:8][CH:9]=1)([O-:3])=[O:2].[ClH:17]. Product: [ClH:17].[N+:1]([C:4]1[CH:5]=[C:6]2[C:12]([NH2:13])=[N:11][NH:10][C:7]2=[N:8][CH:9]=1)([O-:3])=[O:2]. The catalyst class is: 14.